From a dataset of Catalyst prediction with 721,799 reactions and 888 catalyst types from USPTO. Predict which catalyst facilitates the given reaction. (1) Reactant: [CH3:1][N:2]1[CH2:40][CH2:39][CH2:38][C@@:3]1([CH3:41])[C:4]([NH:6][C@H:7]([C:11]([N:13]([C@@H:15]([C@@H:34]([CH3:37])[CH2:35][CH3:36])[C@H:16]([O:32][CH3:33])[CH2:17][C:18](=[O:31])OC1C(F)=C(F)C(F)=C(F)C=1F)[CH3:14])=[O:12])[CH:8]([CH3:10])[CH3:9])=[O:5].C(N(C(C)C)CC)(C)C.Cl.[CH3:52][O:53][C@@H:54]([C@@H:60]1[CH2:64][CH2:63][CH2:62][NH:61]1)[C@@H:55]([CH3:59])[C:56]([OH:58])=[O:57]. Product: [CH3:1][N:2]1[CH2:40][CH2:39][CH2:38][C@@:3]1([CH3:41])[C:4]([NH:6][C@H:7]([C:11]([N:13]([C@@H:15]([C@@H:34]([CH3:37])[CH2:35][CH3:36])[C@H:16]([O:32][CH3:33])[CH2:17][C:18]([N:61]1[CH2:62][CH2:63][CH2:64][C@H:60]1[C@H:54]([O:53][CH3:52])[C@H:55]([C:56]([OH:58])=[O:57])[CH3:59])=[O:31])[CH3:14])=[O:12])[CH:8]([CH3:9])[CH3:10])=[O:5]. The catalyst class is: 4. (2) Reactant: Br[C:2]1[C:7]([C:8]([O:10][CH3:11])=[O:9])=[C:6]([F:12])[C:5]([F:13])=[CH:4][CH:3]=1.[CH3:14][C:15]1([CH3:31])[C:19]([CH3:21])([CH3:20])[O:18][B:17]([B:17]2[O:18][C:19]([CH3:21])([CH3:20])[C:15]([CH3:31])([CH3:14])[O:16]2)[O:16]1.CC([O-])=O.[K+]. Product: [F:12][C:6]1[C:5]([F:13])=[CH:4][CH:3]=[C:2]([B:17]2[O:18][C:19]([CH3:21])([CH3:20])[C:15]([CH3:31])([CH3:14])[O:16]2)[C:7]=1[C:8]([O:10][CH3:11])=[O:9]. The catalyst class is: 75. (3) Reactant: Cl[C:2]1[CH:10]=[CH:9][C:5]([C:6]([OH:8])=[O:7])=[CH:4][N:3]=1.[F:11][C:12]([F:16])([F:15])[CH2:13][OH:14].[H-].[Na+].Cl. Product: [F:11][C:12]([F:16])([F:15])[CH2:13][O:14][C:2]1[CH:10]=[CH:9][C:5]([C:6]([OH:8])=[O:7])=[CH:4][N:3]=1. The catalyst class is: 44. (4) The catalyst class is: 119. Reactant: [C:1]([C:3]1[CH:8]=[CH:7][C:6]([CH:9]2[N:14]([CH2:15][C:16](O)=[O:17])[C:13](=[O:19])[N:12]([C:20]3[CH:25]=[CH:24][CH:23]=[C:22]([C:26]([F:29])([F:28])[F:27])[CH:21]=3)[C:11]([CH3:30])=[C:10]2[C:31]([CH:33]2[CH2:35][CH2:34]2)=[O:32])=[CH:5][CH:4]=1)#[N:2].C1(N=C=NC2CCCCC2)CCCCC1.[C:51]([C:53]1[CH:58]=[CH:57][C:56]([S:59]([NH2:62])(=[O:61])=[O:60])=[CH:55][CH:54]=1)#[N:52]. Product: [C:1]([C:3]1[CH:8]=[CH:7][C:6]([CH:9]2[N:14]([CH2:15][C:16]([NH:62][S:59]([C:56]3[CH:55]=[CH:54][C:53]([C:51]#[N:52])=[CH:58][CH:57]=3)(=[O:60])=[O:61])=[O:17])[C:13](=[O:19])[N:12]([C:20]3[CH:25]=[CH:24][CH:23]=[C:22]([C:26]([F:28])([F:27])[F:29])[CH:21]=3)[C:11]([CH3:30])=[C:10]2[C:31]([CH:33]2[CH2:35][CH2:34]2)=[O:32])=[CH:5][CH:4]=1)#[N:2]. (5) Reactant: [CH2:1]([O:8][C:9]1[CH:18]=[C:17]2[C:12]([C:13]3[N:21]4[CH2:22][CH2:23][O:24][CH2:25][C:20]4=[N:19][C:14]=3[CH:15]=[N:16]2)=[CH:11][CH:10]=1)[C:2]1[CH:7]=[CH:6][CH:5]=[CH:4][CH:3]=1.ClC1C=C(C=CC=1)C(OO)=O.[OH-].[NH4+:38].C1(C)C=CC(S(Cl)(=O)=O)=CC=1. Product: [CH2:1]([O:8][C:9]1[CH:18]=[C:17]2[C:12]([C:13]3[N:21]4[CH2:22][CH2:23][O:24][CH2:25][C:20]4=[N:19][C:14]=3[C:15]([NH2:38])=[N:16]2)=[CH:11][CH:10]=1)[C:2]1[CH:3]=[CH:4][CH:5]=[CH:6][CH:7]=1. The catalyst class is: 4.